Dataset: Full USPTO retrosynthesis dataset with 1.9M reactions from patents (1976-2016). Task: Predict the reactants needed to synthesize the given product. (1) Given the product [CH2:20]([NH:27][C:11]1[CH2:12][CH2:13][N:8]([C:6]([O:5][C:1]([CH3:4])([CH3:3])[CH3:2])=[O:7])[CH2:9][C:10]=1[C:15]([O:17][CH2:18][CH3:19])=[O:16])[C:21]1[CH:26]=[CH:25][CH:24]=[CH:23][CH:22]=1, predict the reactants needed to synthesize it. The reactants are: [C:1]([O:5][C:6]([N:8]1[CH2:13][CH2:12][C:11](=O)[CH:10]([C:15]([O:17][CH2:18][CH3:19])=[O:16])[CH2:9]1)=[O:7])([CH3:4])([CH3:3])[CH3:2].[CH2:20]([NH2:27])[C:21]1[CH:26]=[CH:25][CH:24]=[CH:23][CH:22]=1. (2) The reactants are: [Br:1][C:2]1[CH:8]=[CH:7][C:5]([NH2:6])=[C:4]([F:9])[CH:3]=1.C(N(CC)CC)C.[C:17](Cl)(=[O:24])[C:18]1[CH:23]=[CH:22][CH:21]=[CH:20][CH:19]=1.C(=O)([O-])O.[Na+]. Given the product [Br:1][C:2]1[CH:8]=[CH:7][C:5]([NH:6][C:17](=[O:24])[C:18]2[CH:23]=[CH:22][CH:21]=[CH:20][CH:19]=2)=[C:4]([F:9])[CH:3]=1, predict the reactants needed to synthesize it. (3) Given the product [CH3:35][C:36]1[N:37]=[C:38]([C@H:41]2[CH2:45][CH2:44][CH2:43][N:42]2[C:11]([C:7]2[CH:6]=[C:5]([CH:10]=[CH:9][N:8]=2)[C:3]([O:2][CH3:1])=[O:4])=[O:13])[S:39][CH:40]=1, predict the reactants needed to synthesize it. The reactants are: [CH3:1][O:2][C:3]([C:5]1[CH:10]=[CH:9][N:8]=[C:7]([C:11]([OH:13])=O)[CH:6]=1)=[O:4].CCN=C=NCCCN(C)C.C1C=CC2N(O)N=NC=2C=1.[CH3:35][C:36]1[N:37]=[C:38]([C@H:41]2[CH2:45][CH2:44][CH2:43][NH:42]2)[S:39][CH:40]=1.C(N(C(C)C)CC)(C)C. (4) Given the product [C:29]([O:28][C:27](=[O:33])[NH:26][CH2:25][C:22]1([CH2:21][O:20][C:15]2[CH:16]=[N:17][C:18]([Cl:19])=[C:13]([C:10]3[CH:9]=[CH:8][C:7]([NH:6][C:3](=[O:4])[CH2:2][Cl:1])=[CH:12][CH:11]=3)[CH:14]=2)[CH2:24][CH2:23]1)([CH3:32])([CH3:30])[CH3:31], predict the reactants needed to synthesize it. The reactants are: [Cl:1][CH2:2][C:3](Cl)=[O:4].[NH2:6][C:7]1[CH:12]=[CH:11][C:10]([C:13]2[CH:14]=[C:15]([O:20][CH2:21][C:22]3([CH2:25][NH:26][C:27](=[O:33])[O:28][C:29]([CH3:32])([CH3:31])[CH3:30])[CH2:24][CH2:23]3)[CH:16]=[N:17][C:18]=2[Cl:19])=[CH:9][CH:8]=1.C(N(CC)CC)C. (5) Given the product [O:21]=[C:20]1[NH:1][C:2]2[CH:3]=[C:4]([C:5]([O:7][CH3:8])=[O:6])[CH:9]=[CH:10][C:11]=2[O:12][CH2:19]1, predict the reactants needed to synthesize it. The reactants are: [NH2:1][C:2]1[CH:3]=[C:4]([CH:9]=[CH:10][C:11]=1[OH:12])[C:5]([O:7][CH3:8])=[O:6].C(=O)([O-])O.[Na+].Cl[CH2:19][C:20](Cl)=[O:21]. (6) Given the product [NH2:16][C:4]1[C:5]([N+:11]([O-:13])=[O:12])=[C:6]([CH:10]=[C:2]([O:21][CH3:17])[CH:3]=1)[C:7]([OH:9])=[O:8], predict the reactants needed to synthesize it. The reactants are: F[C:2]1[CH:3]=[CH:4][C:5]([N+:11]([O-:13])=[O:12])=[C:6]([CH:10]=1)[C:7]([OH:9])=[O:8].CO[NH2:16].[C:17]([O-:21])(C)(C)C.[K+].